From a dataset of Forward reaction prediction with 1.9M reactions from USPTO patents (1976-2016). Predict the product of the given reaction. (1) Given the reactants [F:1][C:2]1[CH:7]=[CH:6][C:5]([N:8]2[C:12]([CH3:13])=[C:11]([C:14]([OH:16])=O)[N:10]=[N:9]2)=[CH:4][CH:3]=1.[CH3:17][C:18]1[N:23]=[C:22]([NH2:24])[CH:21]=[CH:20][CH:19]=1.CCN(C(C)C)C(C)C.C1C=NC2N(O)N=NC=2C=1.CN(C(ON1N=NC2C=CC=NC1=2)=[N+](C)C)C.F[P-](F)(F)(F)(F)F, predict the reaction product. The product is: [F:1][C:2]1[CH:3]=[CH:4][C:5]([N:8]2[C:12]([CH3:13])=[C:11]([C:14]([NH:24][C:22]3[CH:21]=[CH:20][CH:19]=[C:18]([CH3:17])[N:23]=3)=[O:16])[N:10]=[N:9]2)=[CH:6][CH:7]=1. (2) Given the reactants [OH:1][C@H:2]1[CH2:6][CH2:5][N:4]([C:7]2[N:8]([CH3:41])[C:9](=[O:40])[C:10]3[C:15]([C:16]4[CH:21]=[CH:20][CH:19]=[CH:18][CH:17]=4)=[C:14]([C:22]4[CH:27]=[CH:26][C:25]([C:28]5([NH:32]C(=O)OC(C)(C)C)[CH2:31][CH2:30][CH2:29]5)=[CH:24][CH:23]=4)[O:13][C:11]=3[N:12]=2)[CH2:3]1.C(O)(C(F)(F)F)=O, predict the reaction product. The product is: [NH2:32][C:28]1([C:25]2[CH:26]=[CH:27][C:22]([C:14]3[O:13][C:11]4[N:12]=[C:7]([N:4]5[CH2:5][CH2:6][C@H:2]([OH:1])[CH2:3]5)[N:8]([CH3:41])[C:9](=[O:40])[C:10]=4[C:15]=3[C:16]3[CH:17]=[CH:18][CH:19]=[CH:20][CH:21]=3)=[CH:23][CH:24]=2)[CH2:31][CH2:30][CH2:29]1. (3) Given the reactants [C:1]1([C:7]([NH:9][CH:10]2[CH2:15][CH:14]([C:16]3[CH:21]=[CH:20][C:19]([C:22]([F:25])([F:24])[F:23])=[CH:18][CH:17]=3)[CH2:13][N:12]([C:26](OC3C=CC([N+]([O-])=O)=CC=3)=[O:27])[CH2:11]2)=[O:8])[CH:6]=[CH:5][CH:4]=[CH:3][CH:2]=1.[NH:38]1[CH2:43][CH2:42][S:41](=[O:45])(=[O:44])[CH2:40][CH2:39]1.C(=O)([O-])[O-].[K+].[K+], predict the reaction product. The product is: [O:44]=[S:41]1(=[O:45])[CH2:42][CH2:43][N:38]([C:26]([N:12]2[CH2:13][CH:14]([C:16]3[CH:17]=[CH:18][C:19]([C:22]([F:25])([F:23])[F:24])=[CH:20][CH:21]=3)[CH2:15][CH:10]([NH:9][C:7]([C:1]3[CH:6]=[CH:5][CH:4]=[CH:3][CH:2]=3)=[O:8])[CH2:11]2)=[O:27])[CH2:39][CH2:40]1. (4) Given the reactants [NH2:1][C:2]1[C:3]2[N:4]([C:8]([C@@H:26]3[CH2:30][CH2:29][CH2:28][NH:27]3)=[N:9][C:10]=2[C:11]2[CH:25]=[CH:24][C:14]([C:15]([NH:17][C:18]3[CH:23]=[CH:22][CH:21]=[CH:20][N:19]=3)=[O:16])=[CH:13][CH:12]=2)[CH:5]=[CH:6][N:7]=1.[CH3:31][O:32][CH2:33]/[CH:34]=[CH:35]/[C:36](O)=[O:37], predict the reaction product. The product is: [NH2:1][C:2]1[C:3]2[N:4]([C:8]([C@@H:26]3[CH2:30][CH2:29][CH2:28][N:27]3[C:36](=[O:37])/[CH:35]=[CH:34]/[CH2:33][O:32][CH3:31])=[N:9][C:10]=2[C:11]2[CH:25]=[CH:24][C:14]([C:15]([NH:17][C:18]3[CH:23]=[CH:22][CH:21]=[CH:20][N:19]=3)=[O:16])=[CH:13][CH:12]=2)[CH:5]=[CH:6][N:7]=1. (5) Given the reactants [B:1]([OH:13])([OH:12])[C:2]1[C:7]2[CH:8]=[N:9][NH:10][C:6]=2[CH:5]=[CH:4][C:3]=1[CH3:11].O[C:15]([C:18](O)([CH3:20])[CH3:19])([CH3:17])[CH3:16].[O-]S([O-])(=O)=O.[Mg+2], predict the reaction product. The product is: [CH3:11][C:3]1[C:2]([B:1]2[O:13][C:18]([CH3:20])([CH3:19])[C:15]([CH3:17])([CH3:16])[O:12]2)=[C:7]2[C:6](=[CH:5][CH:4]=1)[NH:10][N:9]=[CH:8]2. (6) Given the reactants CON(C)[C:4]([C:6]1[CH:15]=[CH:14][C:9]2[N:10]=[N:11][N:12]([CH3:13])[C:8]=2[CH:7]=1)=[O:5].O1[CH2:21][CH2:20][CH2:19][CH2:18]1, predict the reaction product. The product is: [CH3:13][N:12]1[C:8]2[CH:7]=[C:6]([C:4](=[O:5])[CH2:18][C:19]3[CH:20]=[CH:21][CH:8]=[C:9]([CH3:14])[N:10]=3)[CH:15]=[CH:14][C:9]=2[N:10]=[N:11]1.